From a dataset of Reaction yield outcomes from USPTO patents with 853,638 reactions. Predict the reaction yield, written as a fraction of the theoretical maximum amount of product (1.0 means a 100% yield; for example, 0.34 means a 34% yield). (1) The reactants are FC(F)(F)C(O)=O.FC(F)(F)C(O)=O.[NH2:15][C:16]1[N:21]=[CH:20][N:19]=[C:18]2[N:22]([CH:26]([C:28]3[CH:35]=[C:34]([CH3:36])[C:31]([C:32]#[N:33])=[C:30]([CH:37]4[CH2:40][NH:39][CH2:38]4)[C:29]=3[O:41][CH3:42])[CH3:27])[N:23]=[C:24]([CH3:25])[C:17]=12.CCN(C(C)C)C(C)C.[CH3:52][C@H:53]1[CH2:55][O:54]1. The catalyst is C(O)C. The product is [NH2:15][C:16]1[N:21]=[CH:20][N:19]=[C:18]2[N:22]([CH:26]([C:28]3[CH:35]=[C:34]([CH3:36])[C:31]([C:32]#[N:33])=[C:30]([CH:37]4[CH2:40][N:39]([CH2:52][C@@H:53]([OH:54])[CH3:55])[CH2:38]4)[C:29]=3[O:41][CH3:42])[CH3:27])[N:23]=[C:24]([CH3:25])[C:17]=12. The yield is 0.400. (2) The product is [Br:1][C:2]1[CH:3]=[CH:4][C:5]([C:8]2([OH:12])[CH2:11][CH2:10][CH2:9][CH2:14]2)=[CH:6][CH:7]=1. The yield is 0.390. No catalyst specified. The reactants are [Br:1][C:2]1[CH:7]=[CH:6][C:5]([C:8]2([OH:12])[CH2:11][CH2:10][CH2:9]2)=[CH:4][CH:3]=1.Br[C:14]1C=CC(Br)=CC=1.[Li]CCCC.CCCCCC.C1(=O)CCCC1. (3) The reactants are CCOC(/N=N/C(OCC)=O)=O.C1C=CC(P(C2C=CC=CC=2)C2C=CC=CC=2)=CC=1.[CH3:32][O:33][C:34]([C:36]1[NH:37][C:38](=[O:50])[NH:39][C:40]=1[CH2:41][S:42][C:43]1[CH:48]=[CH:47][C:46]([OH:49])=[CH:45][CH:44]=1)=[O:35].[CH3:51][C:52]1[CH:61]=[C:60]([CH2:62]O)[C:59]2[C:54](=[CH:55][CH:56]=[CH:57][CH:58]=2)[N:53]=1. The product is [CH3:32][O:33][C:34]([C:36]1[NH:37][C:38](=[O:50])[NH:39][C:40]=1[CH2:41][S:42][C:43]1[CH:48]=[CH:47][C:46]([O:49][CH2:62][C:60]2[C:59]3[C:54](=[CH:55][CH:56]=[CH:57][CH:58]=3)[N:53]=[C:52]([CH3:51])[CH:61]=2)=[CH:45][CH:44]=1)=[O:35]. The yield is 0.0800. The catalyst is C1COCC1.CN(C=O)C.